Dataset: Full USPTO retrosynthesis dataset with 1.9M reactions from patents (1976-2016). Task: Predict the reactants needed to synthesize the given product. (1) Given the product [CH3:29][O:30][C:31]1[CH:32]=[C:33]([C:39]2[N:44]=[C:43]([O:1][C@@H:2]([C@H:4]3[CH2:8][NH:7][C:6](=[O:9])[CH2:5]3)[CH3:3])[C:42]3[N:46]([CH3:49])[CH:47]=[N:48][C:41]=3[CH:40]=2)[CH:34]=[CH:35][C:36]=1[O:37][CH3:38], predict the reactants needed to synthesize it. The reactants are: [OH:1][C@H:2]([C@H:4]1[CH2:8][NH:7][C:6](=[O:9])[CH2:5]1)[CH3:3].C1C=CC(P(C2C=CC=CC=2)C2C=CC=CC=2)=CC=1.[CH3:29][O:30][C:31]1[CH:32]=[C:33]([C:39]2[N:44]=[C:43](O)[C:42]3[N:46]([CH3:49])[CH:47]=[N:48][C:41]=3[CH:40]=2)[CH:34]=[CH:35][C:36]=1[O:37][CH3:38].CCOC(/N=N/C(OCC)=O)=O. (2) Given the product [Cl:1][C:2]1[CH:7]=[C:6]([C:8]#[C:9][C:10]2[N:11]=[C:12]([CH3:23])[N:13]([C:16]3[CH:21]=[CH:20][N:19]([CH2:24][CH3:25])[C:18](=[O:22])[CH:17]=3)[C:14]=2[CH3:15])[CH:5]=[CH:4][N:3]=1, predict the reactants needed to synthesize it. The reactants are: [Cl:1][C:2]1[CH:7]=[C:6]([C:8]#[C:9][C:10]2[N:11]=[C:12]([CH3:23])[N:13]([C:16]3[CH:21]=[CH:20][NH:19][C:18](=[O:22])[CH:17]=3)[C:14]=2[CH3:15])[CH:5]=[CH:4][N:3]=1.[CH2:24](I)[CH3:25]. (3) Given the product [F:1][C:2]1[CH:7]=[CH:6][C:5]([C:8]2[CH:9]=[C:10]3[C:16]([C:17]4[CH:18]=[N:19][N:20]([CH2:22][C:23]5[CH:28]=[CH:27][CH:26]=[C:25]([F:29])[CH:24]=5)[CH:21]=4)=[CH:15][NH:14][C:11]3=[N:12][CH:13]=2)=[CH:4][C:3]=1[NH:40][S:41]([CH3:44])(=[O:42])=[O:43], predict the reactants needed to synthesize it. The reactants are: [F:1][C:2]1[CH:7]=[CH:6][C:5]([C:8]2[CH:9]=[C:10]3[C:16]([C:17]4[CH:18]=[N:19][N:20]([CH2:22][C:23]5[CH:28]=[CH:27][CH:26]=[C:25]([F:29])[CH:24]=5)[CH:21]=4)=[CH:15][N:14](S(C4C=CC(C)=CC=4)(=O)=O)[C:11]3=[N:12][CH:13]=2)=[CH:4][C:3]=1[NH:40][S:41]([CH3:44])(=[O:43])=[O:42].[OH-].[Li+]. (4) Given the product [C:26]([C:24]1[CH:23]=[CH:22][N:21]=[C:20]([N:18]2[C:8]([C:5]3[CH:6]=[CH:7][C:2]([CH3:1])=[CH:3][CH:4]=3)=[CH:9][C:10]([C:11]([O:13][CH3:14])=[O:12])=[N:19]2)[CH:25]=1)#[N:27], predict the reactants needed to synthesize it. The reactants are: [CH3:1][C:2]1[CH:7]=[CH:6][C:5]([C:8](=O)[CH2:9][C:10](=O)[C:11]([O:13][CH3:14])=[O:12])=[CH:4][CH:3]=1.Cl.[NH:18]([C:20]1[CH:25]=[C:24]([C:26]#[N:27])[CH:23]=[CH:22][N:21]=1)[NH2:19]. (5) Given the product [F:7][C:8]1[C:13]([F:14])=[CH:12][CH:11]=[C:10]([C:15](=[CH2:5])[CH2:16][CH3:17])[C:9]=1[O:19][CH3:20], predict the reactants needed to synthesize it. The reactants are: [Pb](Cl)Cl.Br[CH2:5]Br.[F:7][C:8]1[C:9]([O:19][CH3:20])=[C:10]([C:15](=O)[CH2:16][CH3:17])[CH:11]=[CH:12][C:13]=1[F:14].Cl. (6) Given the product [NH2:17][C:11]1[N:10]=[C:9]([NH:18][C@@H:19]([CH3:23])[CH2:20][CH2:21][CH3:22])[N:8]=[C:7]2[C:12]=1[NH:13][C:14](=[O:15])[N:6]2[CH2:5][CH2:4][CH2:3][CH2:2][N:24]1[CH2:29][CH2:28][CH2:27][CH2:26][CH2:25]1, predict the reactants needed to synthesize it. The reactants are: Cl[CH2:2][CH2:3][CH2:4][CH2:5][N:6]1[C:14]([O:15]C)=[N:13][C:12]2[C:7]1=[N:8][C:9]([NH:18][C@@H:19]([CH3:23])[CH2:20][CH2:21][CH3:22])=[N:10][C:11]=2[NH2:17].[NH:24]1[CH2:29][CH2:28][CH2:27][CH2:26][CH2:25]1. (7) Given the product [Br:1][C:2]1[CH:3]=[C:4]([CH3:22])[C:5]([C:9]2[CH:10]=[C:11]([C:20]#[N:21])[N:12]3[C:17]([S:18][CH3:23])=[CH:16][C:15]([CH3:19])=[N:14][C:13]=23)=[C:6]([CH3:8])[CH:7]=1, predict the reactants needed to synthesize it. The reactants are: [Br:1][C:2]1[CH:7]=[C:6]([CH3:8])[C:5]([C:9]2[CH:10]=[C:11]([C:20]#[N:21])[N:12]3[C:17]([SH:18])=[CH:16][C:15]([CH3:19])=[N:14][C:13]=23)=[C:4]([CH3:22])[CH:3]=1.[CH3:23]I. (8) The reactants are: C[C@@H](N[C:61]([C@H:63]1N(C([C@@H](N[C:61]([C@@H:63](NC([C@H](NC([C@@H](N([C:61]([C@@H:63](N[C:61]([C@H:63](N[C:61]([C@H:63](N[C:61]([C@H:63](NC(C)=[O:4])CC2C=CC3C=CC=CC=3C=2)=[O:62])CC2C=CC(Cl)=CC=2)=[O:62])CC2C=CC=NC=2)=[O:62])C[OH:4])=[O:62])C)CC2C=CC([OH:4])=CC=2)=[O:4])[CH2:63][C:61](N)=[O:62])=[O:4])CC(C)C)=[O:62])CCCCNC(C)C)=[O:4])CCC1)=[O:62])C(N)=[O:4].[CH3:102][CH2:103][NH:104]/[C:105](/[NH:109][CH2:110][CH2:111][CH2:112][CH2:113][C@@H:114]([NH:154][C:155]([C@@H:157]([NH:166][C:167]([C@@H:169]([NH:172][C:173]([C@H:175]([NH:183][C:184]([C@H:186]([NH:195][C:196]([C@H:198]([NH:210][C:211]([CH3:213])=[O:212])[CH2:199][C:200]1[CH:201]=[CH:202][C:203]2[CH:204]=[CH:205][CH:206]=[CH:207][C:208]=2[CH:209]=1)=[O:197])[CH2:187][C:188]1[CH:189]=[CH:190][C:191]([Cl:194])=[CH:192][CH:193]=1)=[O:185])[CH2:176][C:177]1[CH:178]=[CH:179][CH:180]=[N:181][CH:182]=1)=[O:174])[CH2:170][OH:171])=[O:168])[CH2:158][C:159]1[CH:160]=[CH:161][C:162]([OH:165])=[CH:163][CH:164]=1)=[O:156])[C:115]([NH:117][C@H:118]([C:123]([NH:125][C@H:126]([C:139]([N:141]1[C@H:145]([C:146]([NH:148][C@@H:149]([C:151]([NH2:153])=[O:152])[CH3:150])=[O:147])[CH2:144][CH2:143][CH2:142]1)=[O:140])[CH2:127][CH2:128][CH2:129][CH2:130][NH:131]/[C:132](/[NH:136][CH2:137][CH3:138])=[N:133]/[CH2:134][CH3:135])=[O:124])[CH2:119][CH:120]([CH3:122])[CH3:121])=[O:116])=[N:106]\[CH2:107][CH3:108]. Given the product [CH3:108][CH2:107][NH:106][C:105]([NH:104][CH2:103][CH3:102])=[N:109][CH2:110][CH2:111][CH2:112][CH2:113][C@@H:114]([NH:154][C:155]([C@H:157]([NH:166][C:167]([C@H:169]([NH:172][C:173]([C@@H:175]([NH:183][C:184]([C@@H:186]([NH:195][C:196]([CH:198]([NH:210][C:211]([CH3:213])=[O:212])[CH2:199][C:200]1[CH:201]=[CH:202][C:203]2[C:208](=[CH:207][CH:206]=[CH:205][CH:204]=2)[CH:209]=1)=[O:197])[CH2:187][C:188]1[CH:193]=[CH:192][C:191]([Cl:194])=[CH:190][CH:189]=1)=[O:185])[CH2:176][C:177]1[CH:178]=[CH:179][CH:180]=[N:181][CH:182]=1)=[O:174])[CH2:170][OH:171])=[O:168])[CH2:158][C:159]1[CH:164]=[CH:163][C:162]([OH:165])=[CH:161][CH:160]=1)=[O:156])[C:115]([NH:117][C@H:118]([C:123]([NH:125][C@H:126]([C:139]([N:141]1[CH:145]([C:146]([NH:148][C@@H:149]([C:151]([NH2:153])=[O:152])[CH3:150])=[O:147])[CH2:144][CH2:143][CH2:142]1)=[O:140])[CH2:127][CH2:128][CH2:129][CH2:130][N:131]=[C:132]([NH:133][CH2:134][CH3:135])[NH:136][CH2:137][CH3:138])=[O:124])[CH2:119][CH:120]([CH3:121])[CH3:122])=[O:116].[CH3:63][C:61]([OH:116])=[O:62].[CH3:175][C:173]([OH:4])=[O:174], predict the reactants needed to synthesize it.